Task: Predict the reaction yield, written as a fraction of the theoretical maximum amount of product (1.0 means a 100% yield; for example, 0.34 means a 34% yield).. Dataset: Reaction yield outcomes from USPTO patents with 853,638 reactions (1) The product is [CH3:13][O:12][C:9]1[CH:10]=[C:11]2[C:6](=[CH:7][C:8]=1[O:14][CH2:15][CH2:16][CH2:17][N:18]1[CH2:23][CH2:22][CH2:21][CH2:20][CH2:19]1)[N:5]=[C:4]([O:30][C:31]1[C:32]([N+:40]([O-:42])=[O:41])=[C:33]3[C:37](=[CH:38][CH:39]=1)[NH:36][CH:35]=[CH:34]3)[N:3]=[CH:2]2. The catalyst is CC(N(C)C)=O. The reactants are Cl[C:2]1[C:11]2[C:6](=[CH:7][C:8]([O:14][CH2:15][CH2:16][CH2:17][N:18]3[CH2:23][CH2:22][CH2:21][CH2:20][CH2:19]3)=[C:9]([O:12][CH3:13])[CH:10]=2)[N:5]=[CH:4][N:3]=1.C(=O)([O-])[O-].[K+].[K+].[OH:30][C:31]1[C:32]([N+:40]([O-:42])=[O:41])=[C:33]2[C:37](=[CH:38][CH:39]=1)[NH:36][CH:35]=[CH:34]2. The yield is 0.390. (2) The reactants are [Br-].[F:2][C:3]1[CH:4]=[C:5]([CH:26]=[CH:27][CH:28]=1)[CH2:6][P+](C1C=CC=CC=1)(C1C=CC=CC=1)C1C=CC=CC=1.[Li][CH2:30][CH2:31][CH2:32][CH3:33].C([CH:41]1[CH2:46][CH2:45][NH:44][C:43](=O)[CH2:42]1)C1C=CC=CC=1.[CH2:48]1[CH2:52]OC[CH2:49]1. No catalyst specified. The product is [CH2:30]([N:44]1[CH2:45][CH2:46][C:41](=[CH:6][C:5]2[CH:26]=[CH:27][CH:28]=[C:3]([F:2])[CH:4]=2)[CH2:42][CH2:43]1)[C:31]1[CH:52]=[CH:48][CH:49]=[CH:33][CH:32]=1. The yield is 0.0700. (3) The reactants are [N:1]1[C:8]([Cl:9])=[N:7][C:5]([Cl:6])=[N:4][C:2]=1Cl.[NH2:10][C:11]1[CH:16]=[CH:15][C:14]([OH:17])=[C:13]([Cl:18])[CH:12]=1. The catalyst is CC(C)=O. The product is [Cl:18][C:13]1[CH:12]=[C:11]([NH:10][C:2]2[N:1]=[C:8]([Cl:9])[N:7]=[C:5]([Cl:6])[N:4]=2)[CH:16]=[CH:15][C:14]=1[OH:17]. The yield is 0.990. (4) The reactants are Br[C:2]1[C:3]2[C:4]3[CH:17]=[CH:16][S:15][C:5]=3[C:6](=[O:14])[NH:7][C:8]=2[CH:9]=[CH:10][C:11]=1[O:12][CH3:13].[CH:18]1([CH:23]([C:33]2[CH:38]=[CH:37][C:36](B3OC(C)(C)C(C)(C)O3)=[CH:35][CH:34]=2)[CH2:24][NH:25][C:26](=[O:32])[O:27][C:28]([CH3:31])([CH3:30])[CH3:29])[CH2:22][CH2:21][CH2:20][CH2:19]1. No catalyst specified. The product is [CH:18]1([CH:23]([C:33]2[CH:38]=[CH:37][C:36]([C:2]3[C:3]4[C:4]5[CH:17]=[CH:16][S:15][C:5]=5[C:6](=[O:14])[NH:7][C:8]=4[CH:9]=[CH:10][C:11]=3[O:12][CH3:13])=[CH:35][CH:34]=2)[CH2:24][NH:25][C:26](=[O:32])[O:27][C:28]([CH3:31])([CH3:30])[CH3:29])[CH2:22][CH2:21][CH2:20][CH2:19]1. The yield is 0.190.